Dataset: NCI-60 drug combinations with 297,098 pairs across 59 cell lines. Task: Regression. Given two drug SMILES strings and cell line genomic features, predict the synergy score measuring deviation from expected non-interaction effect. (1) Drug 1: CNC(=O)C1=NC=CC(=C1)OC2=CC=C(C=C2)NC(=O)NC3=CC(=C(C=C3)Cl)C(F)(F)F. Drug 2: C1=NC2=C(N1)C(=S)N=CN2. Cell line: SNB-19. Synergy scores: CSS=2.96, Synergy_ZIP=-2.62, Synergy_Bliss=-2.07, Synergy_Loewe=-23.5, Synergy_HSA=-9.54. (2) Drug 1: C1CN1P(=S)(N2CC2)N3CC3. Synergy scores: CSS=36.1, Synergy_ZIP=-0.722, Synergy_Bliss=0.601, Synergy_Loewe=0.423, Synergy_HSA=0.196. Drug 2: CC1=C2C(C(=O)C3(C(CC4C(C3C(C(C2(C)C)(CC1OC(=O)C(C(C5=CC=CC=C5)NC(=O)OC(C)(C)C)O)O)OC(=O)C6=CC=CC=C6)(CO4)OC(=O)C)O)C)O. Cell line: CCRF-CEM.